Dataset: Catalyst prediction with 721,799 reactions and 888 catalyst types from USPTO. Task: Predict which catalyst facilitates the given reaction. (1) Reactant: [NH2:1][C:2]1[CH:3]=[C:4]([C:8]2[CH:16]=[CH:15][C:14]([C:17]([NH2:19])=[O:18])=[C:13]3[C:9]=2[CH:10]=[N:11][NH:12]3)[CH:5]=[CH:6][CH:7]=1.C(O)(C(F)(F)F)=O.CCN(C(C)C)C(C)C.[C:36](Cl)(=[O:39])[CH:37]=[CH2:38]. Product: [C:36]([NH:1][C:2]1[CH:3]=[C:4]([C:8]2[CH:16]=[CH:15][C:14]([C:17]([NH2:19])=[O:18])=[C:13]3[C:9]=2[CH:10]=[N:11][NH:12]3)[CH:5]=[CH:6][CH:7]=1)(=[O:39])[CH:37]=[CH2:38]. The catalyst class is: 36. (2) Reactant: Cl.[O:2]1[C:6]2[CH:7]=[CH:8][CH:9]=[C:10]([CH:11]3[CH2:16][CH2:15][N:14]([CH2:17][CH2:18][C@H:19]4[CH2:24][CH2:23][C@H:22]([NH2:25])[CH2:21][CH2:20]4)[CH2:13][CH2:12]3)[C:5]=2[O:4][CH2:3]1.C(N(CC)C(C)C)(C)C.[C:35](O)(=[O:37])[CH3:36].CN(C(ON1N=NC2C=CC=CC1=2)=[N+](C)C)C.[B-](F)(F)(F)F. Product: [O:2]1[C:6]2[CH:7]=[CH:8][CH:9]=[C:10]([CH:11]3[CH2:16][CH2:15][N:14]([CH2:17][CH2:18][C@H:19]4[CH2:20][CH2:21][C@H:22]([NH:25][C:35](=[O:37])[CH3:36])[CH2:23][CH2:24]4)[CH2:13][CH2:12]3)[C:5]=2[O:4][CH2:3]1. The catalyst class is: 3.